From a dataset of Forward reaction prediction with 1.9M reactions from USPTO patents (1976-2016). Predict the product of the given reaction. (1) Given the reactants [Br:1][C:2]1[N:3]=[C:4]([C:16](=[O:24])[CH2:17][C:18]2[CH:23]=[CH:22][CH:21]=[CH:20][CH:19]=2)[N:5](COCC[Si](C)(C)C)[C:6]=1[Br:7].C(O)C.Cl, predict the reaction product. The product is: [Br:7][C:6]1[N:5]=[C:4]([C:16](=[O:24])[CH2:17][C:18]2[CH:19]=[CH:20][CH:21]=[CH:22][CH:23]=2)[NH:3][C:2]=1[Br:1]. (2) Given the reactants [OH:1][C@H:2]([CH3:18])[CH2:3][N:4]1[C:12]2[C:7](=[CH:8][C:9]([N+:13]([O-])=O)=[CH:10][CH:11]=2)[C:6]([C:16]#[N:17])=[N:5]1.[Cl-].[NH4+], predict the reaction product. The product is: [NH2:13][C:9]1[CH:8]=[C:7]2[C:12](=[CH:11][CH:10]=1)[N:4]([CH2:3][C@H:2]([OH:1])[CH3:18])[N:5]=[C:6]2[C:16]#[N:17]. (3) Given the reactants [CH3:1][CH:2]1[C:10](=[O:11])[C:9]2[C:4](=[CH:5][CH:6]=[CH:7][CH:8]=2)[C:3]1=[O:12].[O-]CC.[Na+].Br[CH:18]1[CH2:23][CH2:22][C:21](=[O:24])[NH:20][C:19]1=[O:25], predict the reaction product. The product is: [CH3:1][C:2]1([CH:18]2[CH2:23][CH2:22][C:21](=[O:24])[NH:20][C:19]2=[O:25])[C:3](=[O:12])[C:4]2[C:9](=[CH:8][CH:7]=[CH:6][CH:5]=2)[C:10]1=[O:11]. (4) Given the reactants C1(S[CH2:8][CH2:9][C@@H:10]2[CH2:15][N:14]([C:16]([O:18][CH2:19][C:20]3[CH:25]=[CH:24][CH:23]=[CH:22][CH:21]=3)=[O:17])[CH2:13][CH2:12][N:11]2[C:26]([O:28][C:29]([CH3:32])([CH3:31])[CH3:30])=[O:27])C=CC=CC=1.[CH:33]1[CH:38]=[C:37](Cl)[CH:36]=[C:35](C(OO)=O)[CH:34]=1.[S:44]([O-:47])(O)=[O:45].[Na+], predict the reaction product. The product is: [C:33]1([S:44]([CH2:8][CH2:9][C@@H:10]2[CH2:15][N:14]([C:16]([O:18][CH2:19][C:20]3[CH:25]=[CH:24][CH:23]=[CH:22][CH:21]=3)=[O:17])[CH2:13][CH2:12][N:11]2[C:26]([O:28][C:29]([CH3:30])([CH3:32])[CH3:31])=[O:27])(=[O:47])=[O:45])[CH:38]=[CH:37][CH:36]=[CH:35][CH:34]=1. (5) Given the reactants [Cl:1][C:2]1[CH:3]=[C:4]([O:26][CH:27]([CH3:29])[CH3:28])[C:5]2[CH2:16][CH:15]=[CH:14][CH2:13][CH2:12][C:11]3[CH:17]=[C:18]([CH3:23])[N:19]=[C:20]([O:21]C)[C:10]=3[CH2:9][NH:8][C:7](=[O:24])[C:6]=2[CH:25]=1.Cl, predict the reaction product. The product is: [Cl:1][C:2]1[CH:3]=[C:4]([O:26][CH:27]([CH3:29])[CH3:28])[C:5]2[CH2:16][CH:15]=[CH:14][CH2:13][CH2:12][C:11]3[CH:17]=[C:18]([CH3:23])[NH:19][C:20](=[O:21])[C:10]=3[CH2:9][NH:8][C:7](=[O:24])[C:6]=2[CH:25]=1. (6) Given the reactants [C:1]([C:5]1[N:10]=[CH:9][C:8]([C:11]2[N:12]([C:32]([N:34]3[CH2:39][CH2:38][CH:37]([CH2:40][C:41](O)=[O:42])[CH2:36][CH2:35]3)=[O:33])[C@@:13]([C:25]3[CH:30]=[CH:29][C:28]([Cl:31])=[CH:27][CH:26]=3)([CH3:24])[C@@:14]([C:17]3[CH:22]=[CH:21][C:20]([Cl:23])=[CH:19][CH:18]=3)([CH3:16])[N:15]=2)=[C:7]([O:44][CH2:45][CH3:46])[CH:6]=1)([CH3:4])([CH3:3])[CH3:2].[CH3:47][NH:48][C:49]1[CH:50]=[C:51]([CH3:55])[CH:52]=[CH:53][CH:54]=1, predict the reaction product. The product is: [C:1]([C:5]1[N:10]=[CH:9][C:8]([C:11]2[N:12]([C:32]([N:34]3[CH2:39][CH2:38][CH:37]([CH2:40][C:41]([N:48]([CH3:47])[C:49]4[CH:50]=[C:51]([CH3:55])[CH:52]=[CH:53][CH:54]=4)=[O:42])[CH2:36][CH2:35]3)=[O:33])[C@@:13]([C:25]3[CH:30]=[CH:29][C:28]([Cl:31])=[CH:27][CH:26]=3)([CH3:24])[C@@:14]([C:17]3[CH:22]=[CH:21][C:20]([Cl:23])=[CH:19][CH:18]=3)([CH3:16])[N:15]=2)=[C:7]([O:44][CH2:45][CH3:46])[CH:6]=1)([CH3:4])([CH3:2])[CH3:3]. (7) The product is: [Cl:1][C:2]1[CH:13]=[CH:12][C:5]([C:6]([NH:8][CH:9]2[CH2:11][CH2:10]2)=[O:7])=[C:4]([C:16]#[N:17])[CH:3]=1. Given the reactants [Cl:1][C:2]1[CH:13]=[CH:12][C:5]([C:6]([NH:8][CH:9]2[CH2:11][CH2:10]2)=[O:7])=[C:4](I)[CH:3]=1.[Cu][C:16]#[N:17].O1CCOCC1, predict the reaction product. (8) The product is: [CH:35]([Si:12]([CH:9]([CH3:11])[CH3:10])([CH:32]([CH3:34])[CH3:33])[O:13][C@@H:14]1[C@@:18]([CH:5]=[CH2:6])([OH:19])[C@@H:17]([CH3:20])[O:16][C@H:15]1[N:21]1[CH:29]=[N:28][C:27]2[C:22]1=[N:23][C:24]([Cl:31])=[N:25][C:26]=2[NH2:30])([CH3:37])[CH3:36]. Given the reactants [Cl-].[Ce+3].[Cl-].[Cl-].[CH:5]([Mg]Br)=[CH2:6].[CH:9]([Si:12]([CH:35]([CH3:37])[CH3:36])([CH:32]([CH3:34])[CH3:33])[O:13][C@@H:14]1[C:18](=[O:19])[C@@H:17]([CH3:20])[O:16][C@H:15]1[N:21]1[CH:29]=[N:28][C:27]2[C:22]1=[N:23][C:24]([Cl:31])=[N:25][C:26]=2[NH2:30])([CH3:11])[CH3:10].C(O)(=O)C, predict the reaction product. (9) Given the reactants C(OC(=O)[NH:7][C@@H:8]([CH2:33][C:34]1[CH:39]=[CH:38][CH:37]=[C:36]([O:40][CH2:41][CH:42]=[CH2:43])[CH:35]=1)[C@H:9]([OH:32])[CH2:10][N:11]([C:22]([O:24][CH2:25][C:26]1[CH:31]=[CH:30][CH:29]=[CH:28][CH:27]=1)=[O:23])[CH2:12][C:13]1[CH:18]=[CH:17][CH:16]=[C:15]([CH:19]([CH3:21])[CH3:20])[CH:14]=1)(C)(C)C.[CH2:45]([N:48]([C:58]([O:60][C:61]([CH3:64])([CH3:63])[CH3:62])=[O:59])[C:49]1[CH:50]=[C:51]([CH:55]=[CH:56][CH:57]=1)[C:52]([OH:54])=O)[CH:46]=[CH2:47].C1C=CC2N(O)N=NC=2C=1.CCN=C=NCCCN(C)C.Cl.C(N(CC)CC)C, predict the reaction product. The product is: [C:61]([O:60][C:58](=[O:59])[N:48]([CH2:45][CH:46]=[CH2:47])[C:49]1[CH:57]=[CH:56][CH:55]=[C:51]([C:52](=[O:54])[NH:7][C@@H:8]([CH2:33][C:34]2[CH:39]=[CH:38][CH:37]=[C:36]([O:40][CH2:41][CH:42]=[CH2:43])[CH:35]=2)[C@H:9]([OH:32])[CH2:10][N:11]([C:22]([O:24][CH2:25][C:26]2[CH:27]=[CH:28][CH:29]=[CH:30][CH:31]=2)=[O:23])[CH2:12][C:13]2[CH:18]=[CH:17][CH:16]=[C:15]([CH:19]([CH3:20])[CH3:21])[CH:14]=2)[CH:50]=1)([CH3:64])([CH3:63])[CH3:62]. (10) Given the reactants [CH2:1]([C:4]1[C:9]([C:10](=[O:26])[NH:11][CH2:12][C:13]2[C:14]([O:24][CH3:25])=[N:15][C:16]([CH3:23])=[CH:17][C:18]=2[CH2:19][CH2:20][CH:21]=C)=[CH:8][CH:7]=[CH:6][C:5]=1[N:27]([CH2:41][CH3:42])[CH:28]1[CH2:33][CH2:32][N:31](C(OC(C)(C)C)=O)[CH2:30][CH2:29]1)[CH:2]=C.C(O)(C(F)(F)F)=O, predict the reaction product. The product is: [CH2:41]([N:27]([CH:28]1[CH2:29][CH2:30][NH:31][CH2:32][CH2:33]1)[C:5]1[C:4]2[CH2:1][CH:2]=[CH:21][CH2:20][CH2:19][C:18]3[CH:17]=[C:16]([CH3:23])[N:15]=[C:14]([O:24][CH3:25])[C:13]=3[CH2:12][NH:11][C:10](=[O:26])[C:9]=2[CH:8]=[CH:7][CH:6]=1)[CH3:42].